This data is from Full USPTO retrosynthesis dataset with 1.9M reactions from patents (1976-2016). The task is: Predict the reactants needed to synthesize the given product. (1) The reactants are: [N+:1]([O-:4])([O-:3])=[O:2].[NH4+].[N+:6]([O-])([O-])=O.[NH2:10][C:11]([NH2:13])=[O:12]. Given the product [N+:1]([O-:4])([O-:3])=[O:2].[NH4+:6].[NH2:10][C:11]([NH2:13])=[O:12], predict the reactants needed to synthesize it. (2) Given the product [O:1]1[CH2:6][CH2:5][O:4][CH2:3][CH:2]1[CH2:7][O:8][C:9]1[CH:14]=[CH:13][C:12]([C:15]2[NH:37][C:18]3=[N:19][CH:20]=[C:21]([Cl:36])[C:22]([C:23]4[S:27][C:26]([C:28]5([OH:32])[CH2:29][CH2:30][CH2:31]5)=[N:25][CH:24]=4)=[C:17]3[CH:16]=2)=[CH:11][CH:10]=1, predict the reactants needed to synthesize it. The reactants are: [O:1]1[CH2:6][CH2:5][O:4][CH2:3][CH:2]1[CH2:7][O:8][C:9]1[CH:14]=[CH:13][C:12]([C:15]2[NH:37][C:18]3=[N:19][CH:20]=[C:21]([Cl:36])[C:22]([C:23]4[S:27][C:26]([C:28]5([O:32]COC)[CH2:31][CH2:30][CH2:29]5)=[N:25][CH:24]=4)=[C:17]3[CH:16]=2)=[CH:11][CH:10]=1.ClC1C(C2SC(C3(OCOC)CCC3)=NC=2)=C2C=C(C3N=C(C4CCCN(C(OC(C)(C)C)=O)C4)ON=3)NC2=NC=1. (3) Given the product [Br:1][C:2]1[CH:3]=[CH:4][C:5]([O:6][CH2:7][C:8]([CH3:13])([CH3:14])[C:9]([OH:11])=[O:10])=[CH:15][CH:16]=1, predict the reactants needed to synthesize it. The reactants are: [Br:1][C:2]1[CH:16]=[CH:15][C:5]([O:6][CH2:7][C:8]([CH3:14])([CH3:13])[C:9]([O:11]C)=[O:10])=[CH:4][CH:3]=1.[OH-].[Na+].CO. (4) Given the product [F:42][C:39]([F:40])([F:41])[C:31]1[CH:30]=[C:29]([CH:34]=[C:33]([C:35]([F:36])([F:37])[F:38])[CH:32]=1)[CH2:28][N:22]([CH:18]1[CH2:19][CH2:20][CH2:21][NH:15][C:16]2[CH:46]=[C:45]([C:47]([F:48])([F:49])[F:50])[C:44]([CH3:51])=[CH:43][C:17]1=2)[C:23]1[NH:27][N:26]=[N:25][N:24]=1, predict the reactants needed to synthesize it. The reactants are: FC(F)(F)C(O)=O.C(OC([N:15]1[CH2:21][CH2:20][CH2:19][CH:18]([N:22]([CH2:28][C:29]2[CH:34]=[C:33]([C:35]([F:38])([F:37])[F:36])[CH:32]=[C:31]([C:39]([F:42])([F:41])[F:40])[CH:30]=2)[C:23]2[NH:27][N:26]=[N:25][N:24]=2)[C:17]2[CH:43]=[C:44]([CH3:51])[C:45]([C:47]([F:50])([F:49])[F:48])=[CH:46][C:16]1=2)=O)(C)(C)C.C(=O)([O-])[O-].[Na+].[Na+]. (5) Given the product [C:17]([C:9]1[CH:8]=[C:7]2[C:16]3=[C:15]4[C:4](=[CH:3][C:2]([C:34](=[O:35])[C:28]5[CH:27]=[CH:3][CH:2]=[CH:1][CH:14]=5)=[CH:1][C:14]4=[CH:13][CH:12]=[C:11]3[CH:10]=1)[CH:5]=[CH:6]2)(=[O:24])[C:18]1[CH:23]=[CH:22][CH:21]=[CH:20][CH:19]=1, predict the reactants needed to synthesize it. The reactants are: [CH:1]1[C:14]2[C:15]3=[C:16]4[C:11](=[CH:12][CH:13]=2)[CH:10]=[CH:9][CH:8]=[C:7]4[CH:6]=[CH:5][C:4]3=[CH:3][CH:2]=1.[C:17](Cl)(=[O:24])[C:18]1[CH:23]=[CH:22][CH:21]=[CH:20][CH:19]=1.Cl[CH2:27][CH2:28]Cl.[Cl-].[Al+3].[Cl-].[Cl-].[CH3:34][OH:35]. (6) Given the product [F:1][C:2]1[CH:3]=[C:4]([C@H:10]2[CH2:14][CH2:13][CH2:12][N:11]2[C:15]2[CH:20]=[CH:19][N:18]3[N:21]=[CH:22][C:23]([C:24]([N:52]4[CH2:55][CH:54]([OH:56])[CH2:53]4)=[O:26])=[C:17]3[N:16]=2)[C:5]([O:8][CH3:9])=[N:6][CH:7]=1, predict the reactants needed to synthesize it. The reactants are: [F:1][C:2]1[CH:3]=[C:4]([C@H:10]2[CH2:14][CH2:13][CH2:12][N:11]2[C:15]2[CH:20]=[CH:19][N:18]3[N:21]=[CH:22][C:23]([C:24]([OH:26])=O)=[C:17]3[N:16]=2)[C:5]([O:8][CH3:9])=[N:6][CH:7]=1.CN(C(ON1N=NC2C=CC=NC1=2)=[N+](C)C)C.F[P-](F)(F)(F)(F)F.Cl.[NH:52]1[CH2:55][CH:54]([OH:56])[CH2:53]1.CCN(C(C)C)C(C)C.